This data is from Catalyst prediction with 721,799 reactions and 888 catalyst types from USPTO. The task is: Predict which catalyst facilitates the given reaction. (1) Reactant: C(CN)[OH:2].[S:5]([NH:21][C@H:22]([C:28]([OH:30])=[O:29])[CH2:23][CH2:24][CH2:25][CH2:26][NH2:27])([C:8]1[C:20]2[CH:19]=[CH:18][CH:17]=[C:13]([N:14]([CH3:16])[CH3:15])[C:12]=2[CH:11]=[CH:10][CH:9]=1)(=[O:7])=[O:6].C(N(CC)CC)C.[C:38]1(=[O:44])[O:43][C:41](=[O:42])[CH2:40][CH2:39]1. Product: [C:38]([OH:43])(=[O:44])[CH2:39][CH2:40][C:41]([OH:2])=[O:42].[S:5]([NH:21][C@H:22]([C:28]([OH:30])=[O:29])[CH2:23][CH2:24][CH2:25][CH2:26][NH2:27])([C:8]1[C:20]2[CH:19]=[CH:18][CH:17]=[C:13]([N:14]([CH3:16])[CH3:15])[C:12]=2[CH:11]=[CH:10][CH:9]=1)(=[O:6])=[O:7]. The catalyst class is: 7. (2) Reactant: [F:1][C:2]1[CH:24]=[CH:23][C:22]([CH2:25][N:26]2[CH2:46][CH2:45][C:29]3([O:34][CH2:33][CH2:32][N:31]([C:35]([C:37]4[N:38]=[C:39]([CH:42]([CH3:44])[CH3:43])[S:40][CH:41]=4)=[O:36])[CH2:30]3)[CH2:28][CH2:27]2)=[CH:21][C:3]=1[CH2:4][CH2:5][NH:6][CH2:7][C@@H:8]([C:10]1[C:18]2[S:17][C:16](=[O:19])[NH:15][C:14]=2[C:13]([OH:20])=[CH:12][CH:11]=1)[OH:9].[C:47]([OH:54])(=[O:53])/[CH:48]=[CH:49]/[C:50]([OH:52])=[O:51]. Product: [C:47]([OH:54])(=[O:53])/[CH:48]=[CH:49]/[C:50]([OH:52])=[O:51].[F:1][C:2]1[CH:24]=[CH:23][C:22]([CH2:25][N:26]2[CH2:27][CH2:28][C:29]3([O:34][CH2:33][CH2:32][N:31]([C:35]([C:37]4[N:38]=[C:39]([CH:42]([CH3:44])[CH3:43])[S:40][CH:41]=4)=[O:36])[CH2:30]3)[CH2:45][CH2:46]2)=[CH:21][C:3]=1[CH2:4][CH2:5][NH:6][CH2:7][C@@H:8]([C:10]1[C:18]2[S:17][C:16](=[O:19])[NH:15][C:14]=2[C:13]([OH:20])=[CH:12][CH:11]=1)[OH:9]. The catalyst class is: 5. (3) Reactant: [F:1][C:2]1[CH:3]=[C:4]([NH2:13])[CH:5]=[CH:6][C:7]=1[N:8]1[CH2:12][CH2:11][CH2:10][CH2:9]1.[Cl:14][C:15]1[CH:20]=[CH:19][C:18]([N:21]=[C:22]=[O:23])=[CH:17][CH:16]=1. Product: [Cl:14][C:15]1[CH:20]=[CH:19][C:18]([NH:21][C:22]([NH:13][C:4]2[CH:5]=[CH:6][C:7]([N:8]3[CH2:9][CH2:10][CH2:11][CH2:12]3)=[C:2]([F:1])[CH:3]=2)=[O:23])=[CH:17][CH:16]=1. The catalyst class is: 2. (4) Reactant: [F:1][C:2]1[C:7]([F:8])=[CH:6][CH:5]=[CH:4][C:3]=1[C@@:9](O)([CH:24]([F:26])[F:25])[CH2:10][NH:11][S:12]([C:15]1[CH:20]=[CH:19][CH:18]=[CH:17][C:16]=1[N+:21]([O-:23])=[O:22])(=[O:14])=[O:13].C1C=CC(P(C2C=CC=CC=2)C2C=CC=CC=2)=CC=1.CCOC(/N=N/C(OCC)=O)=O. Product: [F:25][CH:24]([F:26])[C:9]1([C:3]2[CH:4]=[CH:5][CH:6]=[C:7]([F:8])[C:2]=2[F:1])[CH2:10][N@:11]1[S:12]([C:15]1[CH:20]=[CH:19][CH:18]=[CH:17][C:16]=1[N+:21]([O-:23])=[O:22])(=[O:14])=[O:13]. The catalyst class is: 182. (5) Reactant: [NH2:1][C:2]([C:4]1[C:5]([F:19])=[C:6]([CH:15]=[CH:16][C:17]=1[F:18])[O:7][CH2:8][CH:9]=[CH:10][C:11]([O:13]C)=[O:12])=[O:3].[OH-].[Na+].Cl. Product: [NH2:1][C:2]([C:4]1[C:5]([F:19])=[C:6]([CH:15]=[CH:16][C:17]=1[F:18])[O:7][CH2:8][CH:9]=[CH:10][C:11]([OH:13])=[O:12])=[O:3]. The catalyst class is: 252. (6) Reactant: [C:1]1([C:7]2[C:16]3[C:11](=[C:12]([C:17]([F:20])([F:19])[F:18])[CH:13]=[CH:14][CH:15]=3)[N:10]=[CH:9][C:8]=2[CH2:21]O)[CH:6]=[CH:5][CH:4]=[CH:3][CH:2]=1.[C:23]1([C:29]2[C:25]3[C:24](=[C:23]([C:29](F)(F)F)[CH:28]=[CH:27][CH:26]=3)N=CC=2C(OCC)=O)[CH:28]=[CH:27][CH:26]=[CH:25][CH:24]=1.[Li+].[BH4-]. Product: [CH3:29][C:23]1[CH:28]=[CH:27][C:26]([CH2:21][C:8]2[CH:9]=[N:10][C:11]3[C:16]([C:7]=2[C:1]2[CH:6]=[CH:5][CH:4]=[CH:3][CH:2]=2)=[CH:15][CH:14]=[CH:13][C:12]=3[C:17]([F:19])([F:18])[F:20])=[CH:25][CH:24]=1. The catalyst class is: 1. (7) Reactant: [C:1]([O:5][C:6](=[O:15])[CH2:7]/[N:8]=[CH:9]/[CH2:10][C:11]([CH3:14])([CH3:13])[CH3:12])([CH3:4])([CH3:3])[CH3:2].[Cl:16][C:17]1[C:18]([F:36])=[C:19](/[CH:23]=[C:24](/[C:27]2[CH:32]=[CH:31][C:30]([Cl:33])=[CH:29][C:28]=2[O:34][CH3:35])\[C:25]#[N:26])[CH:20]=[CH:21][CH:22]=1.C(N(CC)CC)C. Product: [C:1]([O:5][C:6]([CH:7]1[CH:23]([C:19]2[CH:20]=[CH:21][CH:22]=[C:17]([Cl:16])[C:18]=2[F:36])[C:24]([C:27]2[CH:32]=[CH:31][C:30]([Cl:33])=[CH:29][C:28]=2[O:34][CH3:35])([C:25]#[N:26])[CH:9]([CH2:10][C:11]([CH3:14])([CH3:13])[CH3:12])[NH:8]1)=[O:15])([CH3:4])([CH3:3])[CH3:2]. The catalyst class is: 4. (8) Reactant: [CH3:1][C:2]1[CH:8]=[C:7]([O:9][CH2:10][CH3:11])[CH:6]=[CH:5][C:3]=1[NH2:4].Cl.Cl[CH2:14][CH2:15][NH:16][CH2:17][CH2:18]Cl.CC1C=CC(S(O)(=O)=O)=CC=1. Product: [CH3:1][C:2]1[CH:8]=[C:7]([O:9][CH2:10][CH3:11])[CH:6]=[CH:5][C:3]=1[N:4]1[CH2:18][CH2:17][NH:16][CH2:15][CH2:14]1. The catalyst class is: 159. (9) Reactant: [CH3:1][N:2]1[CH:6]=[N:5][N:4]=[C:3]1[SH:7].Br[CH2:9][CH2:10][CH2:11][OH:12].C(=O)([O-])[O-].[K+].[K+]. Product: [CH3:1][N:2]1[CH:6]=[N:5][N:4]=[C:3]1[S:7][CH2:9][CH2:10][CH2:11][OH:12]. The catalyst class is: 3. (10) Reactant: [Cl-].[Ce+3].[Cl-].[Cl-].[BH4-:5].[Na+].[CH3:7][O:8][C:9]1[C:14]([CH3:15])=[CH:13][C:12]([PH:16](=O)[C:17]2[CH:22]=[C:21]([CH3:23])[C:20]([O:24][CH3:25])=[C:19]([CH3:26])[CH:18]=2)=[CH:11][C:10]=1[CH3:28].[H-].[Al+3].[Li+].[H-].[H-].[H-].Cl. Product: [CH3:7][O:8][C:9]1[C:14]([CH3:15])=[CH:13][C:12]([PH:16][C:17]2[CH:22]=[C:21]([CH3:23])[C:20]([O:24][CH3:25])=[C:19]([CH3:26])[CH:18]=2)=[CH:11][C:10]=1[CH3:28].[BH3:5]. The catalyst class is: 182.